This data is from Experimentally validated miRNA-target interactions with 360,000+ pairs, plus equal number of negative samples. The task is: Binary Classification. Given a miRNA mature sequence and a target amino acid sequence, predict their likelihood of interaction. (1) The miRNA is hsa-miR-340-5p with sequence UUAUAAAGCAAUGAGACUGAUU. The protein sequence of the target gene is MERAEEPVVYQKLLPWEPSLESEEEVEEEETSEALVLNPRRHQDSSRNKAGGLPGTWARVVAALLLLAVGCSLAVRQLQNQGRSTGSLGSVAPPPGGHSHGPGVYHHGAIISPAGRELLVAGGNVVDAGVGAALCLAVVHPHATGLGAMFWGLFHDSSSGNSTALTSGPAQTLAPGLGLPAALPTLHLLHARFGRLPWPRLLVGPTTLAQEGFLVDTPLARALVARGTEGLCPLLCHADGTPLGAGARATNPQLAAVLRSAALAPTSDLAGDALLSLLAGDLGVEVPSAVPRPTLEPAEQ.... Result: 0 (no interaction). (2) The miRNA is hsa-miR-548ap-3p with sequence AAAAACCACAAUUACUUUU. The protein sequence of the target gene is MDTKRCFANRFDDYQGSLLAGQCEEAVAPLVTATIERILQELPPLGGGAEARGATAGASACQGGLYGGVAGVAYMLYHVSQSPLFATARERYLRSAKRLIDACARAEEWGEPDADTRAAFLLGGAGVYAVATLVYHALGRSDYVQPLGKFRALCAVCAPVSFLECGSDELFVGRAGYLCAALVLKQKLAQEVLTPAQIKSICQAILDSGKQYAIKKRKPFPLMYSYYGTEYLGAAHGLSSILQMLLSYHEHLKPSDRELVWQSVDFLMEQEQNCNWPPELGETIERENELVHWCHGAPGI.... Result: 1 (interaction).